From a dataset of Peptide-MHC class II binding affinity with 134,281 pairs from IEDB. Regression. Given a peptide amino acid sequence and an MHC pseudo amino acid sequence, predict their binding affinity value. This is MHC class II binding data. (1) The peptide sequence is KFTVFEAAFNKAIKE. The MHC is HLA-DPA10103-DPB10201 with pseudo-sequence HLA-DPA10103-DPB10201. The binding affinity (normalized) is 0.501. (2) The peptide sequence is AFKVAAYAANAAPAN. The MHC is DRB1_0701 with pseudo-sequence DRB1_0701. The binding affinity (normalized) is 0.469. (3) The peptide sequence is LTVMDRYSVDADLQL. The MHC is HLA-DQA10102-DQB10501 with pseudo-sequence HLA-DQA10102-DQB10501. The binding affinity (normalized) is 0.352. (4) The peptide sequence is MDKFLANVSTVLTGK. The MHC is DRB1_0101 with pseudo-sequence DRB1_0101. The binding affinity (normalized) is 0.872. (5) The peptide sequence is HDWILADKRPTAWFL. The MHC is DRB1_1101 with pseudo-sequence DRB1_1101. The binding affinity (normalized) is 0.851.